Dataset: Reaction yield outcomes from USPTO patents with 853,638 reactions. Task: Predict the reaction yield, written as a fraction of the theoretical maximum amount of product (1.0 means a 100% yield; for example, 0.34 means a 34% yield). The reactants are P(Cl)(Cl)([Cl:3])=O.CN([CH:9]=[O:10])C.O[C:12]1[NH:17][C:16]([S:18][CH3:19])=[N:15]C(=O)C=1.Cl[CH:22]=[C:23]([Cl:25])Cl. No catalyst specified. The product is [Cl:25][C:23]1[C:22]([CH:9]=[O:10])=[C:12]([Cl:3])[N:17]=[C:16]([S:18][CH3:19])[N:15]=1. The yield is 0.610.